From a dataset of NCI-60 drug combinations with 297,098 pairs across 59 cell lines. Regression. Given two drug SMILES strings and cell line genomic features, predict the synergy score measuring deviation from expected non-interaction effect. (1) Synergy scores: CSS=38.7, Synergy_ZIP=4.43, Synergy_Bliss=5.61, Synergy_Loewe=-2.28, Synergy_HSA=7.28. Cell line: OVCAR-4. Drug 1: COC1=C(C=C2C(=C1)N=CN=C2NC3=CC(=C(C=C3)F)Cl)OCCCN4CCOCC4. Drug 2: CC1C(C(CC(O1)OC2CC(CC3=C2C(=C4C(=C3O)C(=O)C5=C(C4=O)C(=CC=C5)OC)O)(C(=O)CO)O)N)O.Cl. (2) Drug 1: CC12CCC3C(C1CCC2=O)CC(=C)C4=CC(=O)C=CC34C. Drug 2: C1CN1P(=S)(N2CC2)N3CC3. Cell line: MCF7. Synergy scores: CSS=29.8, Synergy_ZIP=-1.64, Synergy_Bliss=3.32, Synergy_Loewe=3.56, Synergy_HSA=3.85.